From a dataset of Acute oral toxicity (LD50) regression data from Zhu et al.. Regression/Classification. Given a drug SMILES string, predict its toxicity properties. Task type varies by dataset: regression for continuous values (e.g., LD50, hERG inhibition percentage) or binary classification for toxic/non-toxic outcomes (e.g., AMES mutagenicity, cardiotoxicity, hepatotoxicity). Dataset: ld50_zhu. The compound is N#Cc1sc2c(=O)c3ccccc3c(=O)c=2sc1C#N. The rat oral LD50 is 2.67, given as -log10 of the dose in mol/kg body weight (higher means more acutely toxic).